This data is from Forward reaction prediction with 1.9M reactions from USPTO patents (1976-2016). The task is: Predict the product of the given reaction. (1) Given the reactants Cl[C:2]1[C:11]2[C:6](=[CH:7][C:8]([CH2:12][N:13]3[CH2:18][CH2:17][N:16]([S:19]([C:22]4[S:26][C:25]5[CH:27]=[C:28]([Cl:31])[CH:29]=[CH:30][C:24]=5[CH:23]=4)(=[O:21])=[O:20])[CH2:15][C:14]3=[O:32])=[CH:9][CH:10]=2)[N:5]=[CH:4][CH:3]=1.[N-:33]=[N+:34]=[N-:35].[Na+].O, predict the reaction product. The product is: [N:33]([C:2]1[C:11]2[C:6](=[CH:7][C:8]([CH2:12][N:13]3[CH2:18][CH2:17][N:16]([S:19]([C:22]4[S:26][C:25]5[CH:27]=[C:28]([Cl:31])[CH:29]=[CH:30][C:24]=5[CH:23]=4)(=[O:21])=[O:20])[CH2:15][C:14]3=[O:32])=[CH:9][CH:10]=2)[N:5]=[CH:4][CH:3]=1)=[N+:34]=[N-:35]. (2) Given the reactants [F:1][C:2]1[CH:7]=[C:6]([N+:8]([O-])=O)[CH:5]=[C:4]([F:11])[C:3]=1[N:12]1[CH2:17][CH2:16][Si:15]([CH3:24])([C:18]2[CH:23]=[CH:22][CH:21]=[CH:20][CH:19]=2)[CH2:14][CH2:13]1.C([O-])(O)=O.[Na+].[C:30](Cl)([O:32][CH2:33][C:34]1[CH:39]=[CH:38][CH:37]=[CH:36][CH:35]=1)=[O:31], predict the reaction product. The product is: [CH2:33]([O:32][C:30](=[O:31])[NH:8][C:6]1[CH:7]=[C:2]([F:1])[C:3]([N:12]2[CH2:17][CH2:16][Si:15]([CH3:24])([C:18]3[CH:23]=[CH:22][CH:21]=[CH:20][CH:19]=3)[CH2:14][CH2:13]2)=[C:4]([F:11])[CH:5]=1)[C:34]1[CH:39]=[CH:38][CH:37]=[CH:36][CH:35]=1. (3) Given the reactants Br[C:2]1[CH:7]=[CH:6][C:5]([CH2:8][C@H:9]([N:20]([CH2:28][C:29]2[CH:34]=[CH:33][CH:32]=[CH:31][CH:30]=2)[CH2:21][C:22]2[CH:27]=[CH:26][CH:25]=[CH:24][CH:23]=2)[C:10]([O:12][CH2:13][C:14]2[CH:19]=[CH:18][CH:17]=[CH:16][CH:15]=2)=[O:11])=[CH:4][CH:3]=1.[Li+].[Cl-].C([Sn](CCCC)(CCCC)[C:42]1[CH:47]=[CH:46][CH:45]=[CH:44][N:43]=1)CCC, predict the reaction product. The product is: [CH2:21]([N:20]([CH2:28][C:29]1[CH:34]=[CH:33][CH:32]=[CH:31][CH:30]=1)[C@@H:9]([CH2:8][C:5]1[CH:6]=[CH:7][C:2]([C:42]2[CH:47]=[CH:46][CH:45]=[CH:44][N:43]=2)=[CH:3][CH:4]=1)[C:10]([O:12][CH2:13][C:14]1[CH:19]=[CH:18][CH:17]=[CH:16][CH:15]=1)=[O:11])[C:22]1[CH:27]=[CH:26][CH:25]=[CH:24][CH:23]=1.